From a dataset of Full USPTO retrosynthesis dataset with 1.9M reactions from patents (1976-2016). Predict the reactants needed to synthesize the given product. (1) Given the product [C:1]([O:5][C:6](=[O:31])[CH2:7][O:8][C:9]1[C:14]2[CH2:15][CH2:16][CH2:17][CH2:18][CH:19]([NH:20][S:21]([C:24]3[CH:29]=[CH:28][C:27]([C:35]4[CH:36]=[N:37][CH:38]=[C:33]([CH3:32])[CH:34]=4)=[CH:26][CH:25]=3)(=[O:23])=[O:22])[C:13]=2[CH:12]=[CH:11][CH:10]=1)([CH3:4])([CH3:3])[CH3:2], predict the reactants needed to synthesize it. The reactants are: [C:1]([O:5][C:6](=[O:31])[CH2:7][O:8][C:9]1[C:14]2[CH2:15][CH2:16][CH2:17][CH2:18][CH:19]([NH:20][S:21]([C:24]3[CH:29]=[CH:28][C:27](I)=[CH:26][CH:25]=3)(=[O:23])=[O:22])[C:13]=2[CH:12]=[CH:11][CH:10]=1)([CH3:4])([CH3:3])[CH3:2].[CH3:32][C:33]1[CH:34]=[C:35](B(O)O)[CH:36]=[N:37][CH:38]=1.C([O-])([O-])=O.[K+].[K+]. (2) Given the product [CH2:1]([O:3][C:4](=[O:18])[CH2:5][CH:6]1[C:15](=[O:16])[N:14]([CH3:17])[C:13]2[C:8](=[CH:9][CH:10]=[CH:11][CH:12]=2)[NH:7]1)[CH3:2], predict the reactants needed to synthesize it. The reactants are: [CH2:1]([O:3][C:4](=[O:18])[CH:5]=[C:6]1[C:15](=[O:16])[N:14]([CH3:17])[C:13]2[C:8](=[CH:9][CH:10]=[CH:11][CH:12]=2)[NH:7]1)[CH3:2].C([BH3-])#N.[Na+]. (3) Given the product [Br:22][C:23]1[CH:24]=[C:25]2[C:31](=[CH:20][C:3]3[NH:4][C:5]4[CH2:10][CH2:9][N:8]([CH2:11][CH2:12][N:13]5[CH2:14][CH2:15][CH2:16][CH2:17][CH2:18]5)[C:7](=[O:19])[C:6]=4[C:2]=3[CH3:1])[C:30](=[O:32])[NH:29][C:26]2=[N:27][CH:28]=1, predict the reactants needed to synthesize it. The reactants are: [CH3:1][C:2]1[C:6]2[C:7](=[O:19])[N:8]([CH2:11][CH2:12][N:13]3[CH2:18][CH2:17][CH2:16][CH2:15][CH2:14]3)[CH2:9][CH2:10][C:5]=2[NH:4][C:3]=1[CH:20]=O.[Br:22][C:23]1[CH:24]=[C:25]2[CH2:31][C:30](=[O:32])[NH:29][C:26]2=[N:27][CH:28]=1. (4) Given the product [Cl:1][C:2]1[N:3]=[C:4]([N:13]2[CH2:18][CH2:17][O:16][CH2:15][CH2:14]2)[C:5]2[S:10][CH:9]=[C:8]([CH2:11][CH2:12][OH:19])[C:6]=2[N:7]=1, predict the reactants needed to synthesize it. The reactants are: [Cl:1][C:2]1[N:3]=[C:4]([N:13]2[CH2:18][CH2:17][O:16][CH2:15][CH2:14]2)[C:5]2[S:10][CH:9]=[C:8]([CH:11]=[CH2:12])[C:6]=2[N:7]=1.[O:19]1CCCC1.B1C2CCCC1CCC2.OO.[OH-].[Na+]. (5) Given the product [F:14][C:11]([F:12])([F:13])[C:5]1[CH:6]=[C:7]([NH2:8])[CH:2]=[N:3][CH:4]=1, predict the reactants needed to synthesize it. The reactants are: Cl[C:2]1[C:7]([N+:8]([O-])=O)=[CH:6][C:5]([C:11]([F:14])([F:13])[F:12])=[CH:4][N:3]=1. (6) Given the product [Cl:1][C:2]1[N:6]2[N:7]=[C:8]([CH:25]([CH3:27])[CH3:26])[C:9](/[CH:18]=[CH:19]/[CH2:20][OH:21])=[C:10]([C:11]3[CH:12]=[CH:13][C:14]([F:17])=[CH:15][CH:16]=3)[C:5]2=[CH:4][CH:3]=1, predict the reactants needed to synthesize it. The reactants are: [Cl:1][C:2]1[N:6]2[N:7]=[C:8]([CH:25]([CH3:27])[CH3:26])[C:9](/[CH:18]=[CH:19]/[C:20](OCC)=[O:21])=[C:10]([C:11]3[CH:16]=[CH:15][C:14]([F:17])=[CH:13][CH:12]=3)[C:5]2=[CH:4][CH:3]=1.[H-].